Dataset: Reaction yield outcomes from USPTO patents with 853,638 reactions. Task: Predict the reaction yield, written as a fraction of the theoretical maximum amount of product (1.0 means a 100% yield; for example, 0.34 means a 34% yield). (1) The reactants are [CH2:1]([Mg]Br)[CH3:2].[Cl:5][C:6]1[CH:11]=[C:10]([Cl:12])[CH:9]=[CH:8][C:7]=1[N:13]1[C:18]2=[N:19][C:20]3[C:21](=[C:22]([C:26]#N)[CH:23]=[CH:24][CH:25]=3)[N:17]2[CH2:16][CH2:15][CH2:14]1.[O:28]1CCCC1. No catalyst specified. The product is [Cl:5][C:6]1[CH:11]=[C:10]([Cl:12])[CH:9]=[CH:8][C:7]=1[N:13]1[C:18]2=[N:19][C:20]3[CH:25]=[CH:24][CH:23]=[C:22]([C:26](=[O:28])[CH2:1][CH3:2])[C:21]=3[N:17]2[CH2:16][CH2:15][CH2:14]1. The yield is 0.560. (2) The reactants are CCN(CC)CC.Br[C:9]1[CH:27]=[CH:26][CH:25]=[CH:24][C:10]=1[NH:11][CH2:12][CH2:13][CH2:14][CH2:15][CH2:16][CH2:17][CH2:18][CH2:19][CH2:20][CH2:21][CH2:22][CH3:23].N#N.C(C1(CC)C2C=C([B:45]3[O:49][C:48]([CH3:51])([CH3:50])[C:47]([CH3:53])([CH3:52])[O:46]3)C=CC=2C2C1=CC([B:45]1[O:49][C:48]([CH3:51])([CH3:50])[C:47]([CH3:53])([CH3:52])[O:46]1)=CC=2)C. The catalyst is O1CCOCC1.C([O-])(=O)C.[Pd+2].C([O-])(=O)C.C1(P(C2CCCCC2)C2C=CC=CC=2C2C(N(C)C)=CC=CC=2)CCCCC1. The product is [CH2:12]([NH:11][C:10]1[CH:24]=[CH:25][CH:26]=[CH:27][C:9]=1[B:45]1[O:49][C:48]([CH3:51])([CH3:50])[C:47]([CH3:53])([CH3:52])[O:46]1)[CH2:13][CH2:14][CH2:15][CH2:16][CH2:17][CH2:18][CH2:19][CH2:20][CH2:21][CH2:22][CH3:23]. The yield is 0.470. (3) The reactants are [F:1][C:2]1[CH:7]=[CH:6][C:5]([C:8]2[CH2:17][CH2:16][C:11]3([O:15][CH2:14][CH2:13][O:12]3)[CH2:10][CH:9]=2)=[CH:4][CH:3]=1.[H][H]. The catalyst is [Pd]. The product is [F:1][C:2]1[CH:7]=[CH:6][C:5]([CH:8]2[CH2:17][CH2:16][C:11]3([O:12][CH2:13][CH2:14][O:15]3)[CH2:10][CH2:9]2)=[CH:4][CH:3]=1. The yield is 1.00. (4) The reactants are [CH3:1][O:2][C:3](=[O:24])/[CH:4]=[CH:5]/[CH:6]=[CH:7]/[CH2:8][CH:9]([C:17]([O:19]C(C)(C)C)=[O:18])[C:10]([O:12]C(C)(C)C)=[O:11].C(O)(C(F)(F)F)=O. The catalyst is C(Cl)Cl. The product is [CH3:1][O:2][C:3](=[O:24])/[CH:4]=[CH:5]/[CH:6]=[CH:7]/[CH2:8][CH:9]([C:10]([OH:12])=[O:11])[C:17]([OH:19])=[O:18]. The yield is 0.830. (5) The reactants are F[C:2]1[CH:7]=[CH:6][CH:5]=[C:4]([N+:8]([O-:10])=[O:9])[CH:3]=1.[NH:11]1[CH2:16][CH2:15][O:14][CH2:13][CH2:12]1. The catalyst is CS(C)=O. The product is [N+:8]([C:4]1[CH:3]=[C:2]([N:11]2[CH2:16][CH2:15][O:14][CH2:13][CH2:12]2)[CH:7]=[CH:6][CH:5]=1)([O-:10])=[O:9]. The yield is 0.455. (6) The reactants are [Br:1][C:2]1[CH:3]=[CH:4][C:5]2[CH2:11][CH2:10][CH2:9][C:8]([CH2:12]O)=[CH:7][C:6]=2[CH:14]=1.CCN(C(C)C)C(C)C.CS([Cl:28])(=O)=O.C(OCC)C. The catalyst is ClCCl. The product is [Br:1][C:2]1[CH:3]=[CH:4][C:5]2[CH2:11][CH2:10][CH2:9][C:8]([CH2:12][Cl:28])=[CH:7][C:6]=2[CH:14]=1. The yield is 0.840. (7) The reactants are [CH2:1]([C:3]1[CH:4]=[C:5]([NH:10][CH:11]2[CH2:16][CH2:15][N:14]([C@H:17]3[CH2:22][CH2:21][C@H:20]([O:23][CH2:24][CH2:25][CH3:26])[CH2:19][CH2:18]3)[CH2:13][CH2:12]2)[C:6]([NH2:9])=[CH:7][CH:8]=1)[CH3:2].C(N(C(C)C)CC)(C)C.[Cl:36][C:37](Cl)([O:39]C(=O)OC(Cl)(Cl)Cl)Cl.Cl.CCOCC. The catalyst is ClCCl. The product is [ClH:36].[CH2:1]([C:3]1[CH:8]=[CH:7][C:6]2[NH:9][C:37](=[O:39])[N:10]([CH:11]3[CH2:16][CH2:15][N:14]([C@H:17]4[CH2:22][CH2:21][C@H:20]([O:23][CH2:24][CH2:25][CH3:26])[CH2:19][CH2:18]4)[CH2:13][CH2:12]3)[C:5]=2[CH:4]=1)[CH3:2]. The yield is 0.950. (8) The reactants are [N:1]1([C:7]([O:9][C:10]([CH3:13])([CH3:12])[CH3:11])=[O:8])[CH2:6][CH2:5][NH:4][CH2:3][CH2:2]1.F[C:15]1[CH:16]=[CH:17][C:18]([N+:23]([O-:25])=[O:24])=[C:19]([O:21][CH3:22])[CH:20]=1.C(N(C(C)C)C(C)C)C. The catalyst is CS(C)=O. The product is [CH3:22][O:21][C:19]1[CH:20]=[C:15]([N:4]2[CH2:5][CH2:6][N:1]([C:7]([O:9][C:10]([CH3:13])([CH3:12])[CH3:11])=[O:8])[CH2:2][CH2:3]2)[CH:16]=[CH:17][C:18]=1[N+:23]([O-:25])=[O:24]. The yield is 0.990. (9) The reactants are [N+:1]([C:4]1[CH:5]=[C:6]2[C:10](=[CH:11][CH:12]=1)[NH:9][C:8]([C:13]([O:15][CH2:16][CH3:17])=[O:14])=[CH:7]2)([O-:3])=[O:2].[C:18](Cl)(=[O:25])[C:19]1[CH:24]=[CH:23][CH:22]=[CH:21][CH:20]=1.CCN(CC)CC.C([O-])(O)=O.[Na+]. The catalyst is C(Cl)Cl.CN(C1C=CN=CC=1)C. The product is [C:18]([N:9]1[C:10]2[C:6](=[CH:5][C:4]([N+:1]([O-:3])=[O:2])=[CH:12][CH:11]=2)[CH:7]=[C:8]1[C:13]([O:15][CH2:16][CH3:17])=[O:14])(=[O:25])[C:19]1[CH:24]=[CH:23][CH:22]=[CH:21][CH:20]=1. The yield is 0.870.